Dataset: NCI-60 drug combinations with 297,098 pairs across 59 cell lines. Task: Regression. Given two drug SMILES strings and cell line genomic features, predict the synergy score measuring deviation from expected non-interaction effect. (1) Cell line: A498. Drug 2: CC1=C(C(=O)C2=C(C1=O)N3CC4C(C3(C2COC(=O)N)OC)N4)N. Drug 1: CS(=O)(=O)CCNCC1=CC=C(O1)C2=CC3=C(C=C2)N=CN=C3NC4=CC(=C(C=C4)OCC5=CC(=CC=C5)F)Cl. Synergy scores: CSS=35.4, Synergy_ZIP=-12.0, Synergy_Bliss=-4.51, Synergy_Loewe=-3.08, Synergy_HSA=-0.781. (2) Drug 1: CC1=C(C=C(C=C1)NC2=NC=CC(=N2)N(C)C3=CC4=NN(C(=C4C=C3)C)C)S(=O)(=O)N.Cl. Drug 2: C1=NC2=C(N=C(N=C2N1C3C(C(C(O3)CO)O)O)F)N. Cell line: HCT116. Synergy scores: CSS=-5.44, Synergy_ZIP=-3.50, Synergy_Bliss=-11.0, Synergy_Loewe=-12.1, Synergy_HSA=-12.1. (3) Drug 1: CS(=O)(=O)C1=CC(=C(C=C1)C(=O)NC2=CC(=C(C=C2)Cl)C3=CC=CC=N3)Cl. Drug 2: CCCCC(=O)OCC(=O)C1(CC(C2=C(C1)C(=C3C(=C2O)C(=O)C4=C(C3=O)C=CC=C4OC)O)OC5CC(C(C(O5)C)O)NC(=O)C(F)(F)F)O. Cell line: LOX IMVI. Synergy scores: CSS=36.5, Synergy_ZIP=11.4, Synergy_Bliss=15.2, Synergy_Loewe=17.1, Synergy_HSA=17.2. (4) Drug 1: C1=NC2=C(N1)C(=S)N=C(N2)N. Drug 2: C(CC(=O)O)C(=O)CN.Cl. Cell line: A498. Synergy scores: CSS=14.6, Synergy_ZIP=-5.64, Synergy_Bliss=-4.48, Synergy_Loewe=-7.77, Synergy_HSA=-4.35. (5) Drug 1: CCC1(CC2CC(C3=C(CCN(C2)C1)C4=CC=CC=C4N3)(C5=C(C=C6C(=C5)C78CCN9C7C(C=CC9)(C(C(C8N6C)(C(=O)OC)O)OC(=O)C)CC)OC)C(=O)OC)O.OS(=O)(=O)O. Drug 2: CC(C)NC(=O)C1=CC=C(C=C1)CNNC.Cl. Cell line: MALME-3M. Synergy scores: CSS=13.9, Synergy_ZIP=-3.17, Synergy_Bliss=-1.63, Synergy_Loewe=-23.1, Synergy_HSA=-2.74. (6) Drug 2: C1CNP(=O)(OC1)N(CCCl)CCCl. Cell line: NCI/ADR-RES. Synergy scores: CSS=-2.42, Synergy_ZIP=2.04, Synergy_Bliss=1.81, Synergy_Loewe=-0.886, Synergy_HSA=-1.91. Drug 1: CC1OCC2C(O1)C(C(C(O2)OC3C4COC(=O)C4C(C5=CC6=C(C=C35)OCO6)C7=CC(=C(C(=C7)OC)O)OC)O)O. (7) Drug 1: CC12CCC3C(C1CCC2O)C(CC4=C3C=CC(=C4)O)CCCCCCCCCS(=O)CCCC(C(F)(F)F)(F)F. Drug 2: CC(C)NC(=O)C1=CC=C(C=C1)CNNC.Cl. Cell line: DU-145. Synergy scores: CSS=-6.05, Synergy_ZIP=4.02, Synergy_Bliss=4.39, Synergy_Loewe=-3.06, Synergy_HSA=-3.55. (8) Drug 1: CN(CCCl)CCCl.Cl. Drug 2: COCCOC1=C(C=C2C(=C1)C(=NC=N2)NC3=CC=CC(=C3)C#C)OCCOC.Cl. Cell line: MDA-MB-231. Synergy scores: CSS=5.37, Synergy_ZIP=-3.88, Synergy_Bliss=-4.82, Synergy_Loewe=-4.54, Synergy_HSA=-3.95.